This data is from Forward reaction prediction with 1.9M reactions from USPTO patents (1976-2016). The task is: Predict the product of the given reaction. (1) The product is: [CH3:12][N:7]1[CH2:8][CH2:9][C:10]2[N:29]=[C:15]([N:16]3[CH2:20][CH2:19][C@@H:18]([NH:21][C:22](=[O:28])[O:23][C:24]([CH3:26])([CH3:25])[CH3:27])[CH2:17]3)[N:14]=[CH:4][C:5]=2[CH2:6]1. Given the reactants CN([CH:4]=[C:5]1[C:10](=O)[CH2:9][CH2:8][N:7]([CH3:12])[CH2:6]1)C.Cl.[NH2:14][C:15](=[NH:29])[N:16]1[CH2:20][CH2:19][C@@H:18]([NH:21][C:22](=[O:28])[O:23][C:24]([CH3:27])([CH3:26])[CH3:25])[CH2:17]1.C[O-].[Na+], predict the reaction product. (2) Given the reactants COC1N=C([C:9]2[CH:14]=[CH:13][N:12]=[CH:11][C:10]=2[N:15](C)[C:16](=O)C2C=C(C(F)(F)F)C=C(C(F)(F)F)C=2)C=CC=1.[F:33][C:34]1[C:39]([O:40][CH3:41])=[CH:38][CH:37]=[C:36]([F:42])[C:35]=1B(O)O, predict the reaction product. The product is: [F:33][C:34]1[C:39]([O:40][CH3:41])=[CH:38][CH:37]=[C:36]([F:42])[C:35]=1[C:9]1[CH:14]=[CH:13][N:12]=[CH:11][C:10]=1[NH:15][CH3:16]. (3) Given the reactants [CH3:1][C:2]([O:5][C:6]([NH:8][CH2:9][C:10]([OH:12])=O)=[O:7])([CH3:4])[CH3:3].C(Cl)CCl.C1C=CC2N(O)N=NC=2C=1.C(N1CCOCC1)C.Cl.[CH3:36][CH:37]([O:39][C:40]1[CH:47]=[CH:46][C:45]([C:48]2[O:52][N:51]=[C:50]([C:53]3[C:54]([CH3:63])=[C:55]4[C:60](=[CH:61][CH:62]=3)[CH2:59][NH:58][CH2:57][CH2:56]4)[N:49]=2)=[CH:44][C:41]=1[C:42]#[N:43])[CH3:38], predict the reaction product. The product is: [C:42]([C:41]1[CH:44]=[C:45]([C:48]2[O:52][N:51]=[C:50]([C:53]3[C:54]([CH3:63])=[C:55]4[C:60](=[CH:61][CH:62]=3)[CH2:59][N:58]([C:10](=[O:12])[CH2:9][NH:8][C:6](=[O:7])[O:5][C:2]([CH3:1])([CH3:3])[CH3:4])[CH2:57][CH2:56]4)[N:49]=2)[CH:46]=[CH:47][C:40]=1[O:39][CH:37]([CH3:38])[CH3:36])#[N:43]. (4) Given the reactants C([O:3][C:4]([CH:6]1[CH2:11][CH2:10][N:9]([CH2:12][CH2:13][O:14][C:15]2[CH:20]=[CH:19][C:18]([O:21][C:22](=[O:32])[N:23]([C:25]3[CH:30]=[CH:29][CH:28]=[C:27]([OH:31])[CH:26]=3)[CH3:24])=[CH:17][CH:16]=2)[CH2:8][CH2:7]1)=[O:5])C.[OH-].[K+].Cl, predict the reaction product. The product is: [OH:31][C:27]1[CH:26]=[C:25]([N:23]([CH3:24])[C:22]([O:21][C:18]2[CH:19]=[CH:20][C:15]([O:14][CH2:13][CH2:12][N:9]3[CH2:10][CH2:11][CH:6]([C:4]([OH:5])=[O:3])[CH2:7][CH2:8]3)=[CH:16][CH:17]=2)=[O:32])[CH:30]=[CH:29][CH:28]=1. (5) Given the reactants COC1C=CC(C2CCC3C(=CC=C(OC)C=3)C2)=C(N2CC3C(=CC=C(O)C=3)C2)C=1.Cl.ClCCN1CCCCC1.C[O:42][C:43]1[CH:44]=[CH:45][C:46]([CH:67]2[CH2:76][CH2:75][C:74]3[C:69](=[CH:70][CH:71]=[C:72]([O:77]C)[CH:73]=3)[CH2:68]2)=[C:47]([N:49]2[CH2:57][C:56]3[C:51](=[CH:52][CH:53]=[C:54]([O:58][CH2:59][CH2:60][N:61]4[CH2:66][CH2:65][CH2:64][CH2:63][CH2:62]4)[CH:55]=3)[CH2:50]2)[CH:48]=1, predict the reaction product. The product is: [OH:42][C:43]1[CH:44]=[CH:45][C:46]([CH:67]2[CH2:76][CH2:75][C:74]3[CH:73]=[C:72]([OH:77])[CH:71]=[CH:70][C:69]=3[CH2:68]2)=[C:47]([N:49]2[CH2:57][C:56]3[C:51](=[CH:52][CH:53]=[C:54]([O:58][CH2:59][CH2:60][N:61]4[CH2:66][CH2:65][CH2:64][CH2:63][CH2:62]4)[CH:55]=3)[CH2:50]2)[CH:48]=1. (6) Given the reactants [N+:1]([C:4]1[CH:12]=[CH:11][C:7]([C:8](Cl)=[O:9])=[CH:6][CH:5]=1)([O-:3])=[O:2].[NH2:13][CH2:14][CH2:15][C:16]1[CH:21]=[CH:20][CH:19]=[CH:18][N:17]=1.C(N(CC)CC)C.C(OCC)(=O)C, predict the reaction product. The product is: [N+:1]([C:4]1[CH:12]=[CH:11][C:7]([C:8]([NH:13][CH2:14][CH2:15][C:16]2[CH:21]=[CH:20][CH:19]=[CH:18][N:17]=2)=[O:9])=[CH:6][CH:5]=1)([O-:3])=[O:2]. (7) Given the reactants [Si]([O:8][CH2:9][CH2:10][CH:11]([N:18]1[C:26]2[C:21](=[CH:22][CH:23]=[CH:24][CH:25]=2)[C:20]([CH3:28])([CH3:27])[C:19]1=[O:29])[C:12]1[CH:17]=[CH:16][CH:15]=[CH:14][CH:13]=1)(C(C)(C)C)(C)C.[F-].C([N+](CCCC)(CCCC)CCCC)CCC, predict the reaction product. The product is: [OH:8][CH2:9][CH2:10][CH:11]([N:18]1[C:26]2[C:21](=[CH:22][CH:23]=[CH:24][CH:25]=2)[C:20]([CH3:27])([CH3:28])[C:19]1=[O:29])[C:12]1[CH:17]=[CH:16][CH:15]=[CH:14][CH:13]=1. (8) Given the reactants C1(C2C=CC([CH:8]=[O:9])=CC=2)CC1.Br[C:13]1[CH:18]=[CH:17][C:16]([C:19]([CH3:23])([CH3:22])[CH2:20][CH3:21])=[CH:15][CH:14]=1.[Li]CCCC.CN(C=O)C, predict the reaction product. The product is: [CH3:22][C:19]([C:16]1[CH:17]=[CH:18][C:13]([CH:8]=[O:9])=[CH:14][CH:15]=1)([CH3:23])[CH2:20][CH3:21]. (9) Given the reactants [CH3:1][C:2]1[C:6]([C:7]2[C:16]3[O:15][CH2:14][C@H:13]([C:17]4[CH:22]=[CH:21][CH:20]=[CH:19][N:18]=4)[N:12]4[C:23]([CH:25]=[O:26])=[N:24][C:10]([C:11]=34)=[CH:9][CH:8]=2)=[C:5]([CH3:27])[O:4][N:3]=1.Cl.CNC.C(=O)([O-])[O-].[Ca+2].[C:37]([O:41]O)([CH3:40])([CH3:39])[CH3:38].CCCCCCCCCC, predict the reaction product. The product is: [CH3:1][C:2]1[C:6]([C:7]2[C:16]3[O:15][CH2:14][C@H:13]([C:17]4[CH:22]=[CH:21][CH:20]=[CH:19][N:18]=4)[N:12]4[C:23]([C:25]([O:41][C:37]([CH3:40])([CH3:39])[CH3:38])=[O:26])=[N:24][C:10]([C:11]=34)=[CH:9][CH:8]=2)=[C:5]([CH3:27])[O:4][N:3]=1.